Dataset: Reaction yield outcomes from USPTO patents with 853,638 reactions. Task: Predict the reaction yield, written as a fraction of the theoretical maximum amount of product (1.0 means a 100% yield; for example, 0.34 means a 34% yield). (1) The reactants are [Na].[CH2:2]([O:6][C:7]1[N:15]=[C:14]2[C:10]([N:11]=[CH:12][N:13]2[CH2:16][C:17]2[CH:18]=[N:19][C:20](Cl)=[CH:21][CH:22]=2)=[C:9]([NH2:24])[N:8]=1)[CH2:3][CH2:4][CH3:5].[OH2:25].Cl. The yield is 0.830. The catalyst is C(O)CCCO. The product is [CH2:2]([O:6][C:7]1[N:15]=[C:14]2[C:10]([N:11]=[CH:12][N:13]2[CH2:16][C:17]2[CH:18]=[N:19][C:20]([O:25][CH2:5][CH2:4][CH2:3][CH2:2][OH:6])=[CH:21][CH:22]=2)=[C:9]([NH2:24])[N:8]=1)[CH2:3][CH2:4][CH3:5]. (2) The reactants are Cl[C:2]1[CH:3]=[C:4]2[C:9](=[CH:10][C:11]=1[NH:12][CH2:13][CH:14]([CH3:16])[CH3:15])[O:8][CH:7]([C:17]([F:20])([F:19])[F:18])[C:6]([C:21]([O:23][CH2:24][CH3:25])=[O:22])=[CH:5]2.[CH3:26]B1OB(C)OB(C)O1.C([O-])([O-])=O.[Cs+].[Cs+].O. The catalyst is COCCOCCOC. The product is [CH2:13]([NH:12][C:11]1[CH:10]=[C:9]2[C:4]([CH:5]=[C:6]([C:21]([O:23][CH2:24][CH3:25])=[O:22])[CH:7]([C:17]([F:20])([F:19])[F:18])[O:8]2)=[CH:3][C:2]=1[CH3:26])[CH:14]([CH3:16])[CH3:15]. The yield is 0.250. (3) The reactants are Cl[C:2]1[CH:7]=[C:6]([Cl:8])[N:5]=[CH:4][N:3]=1.[Cl:9][C:10]1[CH:15]=[CH:14][CH:13]=[C:12]([Cl:16])[C:11]=1[OH:17].C(=O)([O-])[O-].[K+].[K+].[OH-].[Na+]. The catalyst is C(#N)C.[I-].[Na+]. The product is [Cl:8][C:6]1[CH:7]=[C:2]([O:17][C:11]2[C:10]([Cl:9])=[CH:15][CH:14]=[CH:13][C:12]=2[Cl:16])[N:3]=[CH:4][N:5]=1. The yield is 0.710. (4) The product is [O:22]=[C:10]1[NH:11][C:12]2[C:13]3[CH2:21][CH2:20][CH2:19][CH2:18][C:14]=3[CH:15]=[CH:16][C:17]=2[N:8]([C:4]2[CH:3]=[C:2]([NH:1][S:34]([C:25]3[CH:26]=[CH:27][C:28]4[C:33](=[CH:32][CH:31]=[CH:30][CH:29]=4)[CH:24]=3)(=[O:36])=[O:35])[CH:7]=[CH:6][CH:5]=2)[C:9]1=[O:23]. No catalyst specified. The reactants are [NH2:1][C:2]1[CH:3]=[C:4]([N:8]2[C:17]3[CH:16]=[CH:15][C:14]4[CH2:18][CH2:19][CH2:20][CH2:21][C:13]=4[C:12]=3[NH:11][C:10](=[O:22])[C:9]2=[O:23])[CH:5]=[CH:6][CH:7]=1.[CH:24]1[C:33]2[C:28](=[CH:29][CH:30]=[CH:31][CH:32]=2)[CH:27]=[CH:26][C:25]=1[S:34](Cl)(=[O:36])=[O:35]. The yield is 0.190. (5) The reactants are [Cl:1][C:2]1[CH:7]=[C:6]([NH:8][C:9]2[C:18]3[C:13](=[CH:14][CH:15]=[CH:16][C:17]=3[O:19][CH2:20][C@H:21]3[CH2:25][CH2:24][CH2:23][N:22]3[C:26](=[O:31])[CH2:27][N:28]([CH3:30])[CH3:29])[N:12]=[CH:11][N:10]=2)[CH:5]=[CH:4][C:3]=1[OH:32].Cl[CH2:34][C:35]1[CH:39]=[C:38]([CH3:40])[O:37][N:36]=1. No catalyst specified. The product is [Cl:1][C:2]1[CH:7]=[C:6]([NH:8][C:9]2[C:18]3[C:13](=[CH:14][CH:15]=[CH:16][C:17]=3[O:19][CH2:20][C@H:21]3[CH2:25][CH2:24][CH2:23][N:22]3[C:26](=[O:31])[CH2:27][N:28]([CH3:30])[CH3:29])[N:12]=[CH:11][N:10]=2)[CH:5]=[CH:4][C:3]=1[O:32][CH2:34][C:35]1[CH:39]=[C:38]([CH3:40])[O:37][N:36]=1. The yield is 0.380. (6) The reactants are Cl.[NH:2]1[CH2:7][CH2:6][CH:5]([C:8]2[C:16]3[C:11](=[CH:12][CH:13]=[CH:14][CH:15]=3)[NH:10][CH:9]=2)[CH2:4][CH2:3]1.[F:17][C:18]1[CH:32]=[CH:31][C:30]([F:33])=[CH:29][C:19]=1[CH2:20][C:21]1[O:25][N:24]=[C:23]([C:26](O)=[O:27])[CH:22]=1.CN(C(ON1N=NC2C=CC=NC1=2)=[N+](C)C)C.F[P-](F)(F)(F)(F)F.C(N(CC)C(C)C)(C)C. The catalyst is CN(C=O)C. The product is [NH:10]1[C:11]2[C:16](=[CH:15][CH:14]=[CH:13][CH:12]=2)[C:8]([CH:5]2[CH2:6][CH2:7][N:2]([C:26]([C:23]3[CH:22]=[C:21]([CH2:20][C:19]4[CH:29]=[C:30]([F:33])[CH:31]=[CH:32][C:18]=4[F:17])[O:25][N:24]=3)=[O:27])[CH2:3][CH2:4]2)=[CH:9]1. The yield is 0.650.